This data is from Catalyst prediction with 721,799 reactions and 888 catalyst types from USPTO. The task is: Predict which catalyst facilitates the given reaction. (1) Reactant: [CH3:1][S:2]([NH:5][C:6]1[CH:20]=[CH:19][C:9]2[N:10]([CH2:14][C:15]([O:17][CH3:18])=[O:16])[C:11](=[O:13])[O:12][C:8]=2[CH:7]=1)(=[O:4])=[O:3].Cl.Cl[CH2:23][CH2:24][N:25]1[CH2:30][CH2:29][O:28][CH2:27][CH2:26]1.C([O-])([O-])=O.[K+].[K+]. Product: [O:28]1[CH2:29][CH2:30][N:25]([CH2:24][CH2:23][N:5]([C:6]2[CH:20]=[CH:19][C:9]3[N:10]([CH2:14][C:15]([O:17][CH3:18])=[O:16])[C:11](=[O:13])[O:12][C:8]=3[CH:7]=2)[S:2]([CH3:1])(=[O:3])=[O:4])[CH2:26][CH2:27]1. The catalyst class is: 23. (2) Reactant: [CH:1]1[C:6]([N+:7]([O-:9])=[O:8])=[CH:5][CH:4]=[C:3]([OH:10])[CH:2]=1.[H-].[Na+].Cl[CH:14]([C:19](=[O:21])[CH3:20])[C:15]([O:17][CH3:18])=[O:16].Cl. Product: [N+:7]([C:6]1[CH:5]=[CH:4][C:3]([O:10][CH:14]([C:19](=[O:21])[CH3:20])[C:15]([O:17][CH3:18])=[O:16])=[CH:2][CH:1]=1)([O-:9])=[O:8]. The catalyst class is: 9.